From a dataset of Aqueous solubility values for 9,982 compounds from the AqSolDB database. Regression/Classification. Given a drug SMILES string, predict its absorption, distribution, metabolism, or excretion properties. Task type varies by dataset: regression for continuous measurements (e.g., permeability, clearance, half-life) or binary classification for categorical outcomes (e.g., BBB penetration, CYP inhibition). For this dataset (solubility_aqsoldb), we predict Y. The molecule is CC(CCl)OC(C)CCl. The Y is -2.00 log mol/L.